Dataset: Reaction yield outcomes from USPTO patents with 853,638 reactions. Task: Predict the reaction yield, written as a fraction of the theoretical maximum amount of product (1.0 means a 100% yield; for example, 0.34 means a 34% yield). (1) The reactants are [C:1]([NH:5][C:6]([C:8]1[C:16]2[C:11](=[N:12][CH:13]=[C:14]([NH:17][C:18]3[CH:23]=[CH:22][C:21]([CH3:24])=[CH:20][C:19]=3[CH3:25])[N:15]=2)[N:10](COCC[Si](C)(C)C)[CH:9]=1)=[O:7])([CH3:4])([CH3:3])[CH3:2].FC(F)(F)C(O)=O. The catalyst is ClCCl.CO.[OH-].[NH4+]. The product is [C:1]([NH:5][C:6]([C:8]1[C:16]2[C:11](=[N:12][CH:13]=[C:14]([NH:17][C:18]3[CH:23]=[CH:22][C:21]([CH3:24])=[CH:20][C:19]=3[CH3:25])[N:15]=2)[NH:10][CH:9]=1)=[O:7])([CH3:4])([CH3:3])[CH3:2]. The yield is 0.120. (2) The yield is 0.190. The reactants are [OH:1][NH:2][C:3]([C:5]1[CH:10]=[CH:9][CH:8]=[CH:7][N:6]=1)=[NH:4].[CH3:11][O:12][C:13]1[CH:21]=[C:17]([C:18](O)=O)[C:16]([OH:22])=[CH:15][CH:14]=1. The product is [CH3:11][O:12][C:13]1[CH:14]=[CH:15][C:16]([OH:22])=[C:17]([C:18]2[O:1][N:2]=[C:3]([C:5]3[CH:10]=[CH:9][CH:8]=[CH:7][N:6]=3)[N:4]=2)[CH:21]=1. No catalyst specified. (3) The reactants are Cl.[F:2][C:3]1[C:8](F)=[C:7]([C:10]2[CH:11]=[N:12][NH:13][CH:14]=2)[CH:6]=[CH:5][C:4]=1[C:15]1[S:19][C:18]([N:20]2[CH2:23][C:22]3([CH2:28][CH2:27][N:26](C(OC(C)(C)C)=O)[CH2:25][CH2:24]3)[CH2:21]2)=[N:17][N:16]=1.[OH2:36]. The catalyst is O1CCOCC1.CO.CS(C)=O. The product is [CH2:21]1[C:22]2([CH2:28][CH2:27][NH:26][CH2:25][CH2:24]2)[CH2:23][N:20]1[C:18]1[S:19][C:15]([C:4]2[C:3]([F:2])=[CH:8][C:7]([C:10]3[CH:11]=[N:12][NH:13][CH:14]=3)=[CH:6][C:5]=2[OH:36])=[N:16][N:17]=1. The yield is 0.550. (4) The reactants are [CH3:1][C:2]1[O:6][N:5]=[C:4]([C:7]2[CH:12]=[CH:11][CH:10]=[CH:9][CH:8]=2)[C:3]=1[CH2:13][O:14][C:15]1[N:20]=[CH:19][C:18]([C:21]([NH:23][CH:24]2[CH2:29][CH2:28][CH2:27][N:26]([CH2:30][C:31](O)=[O:32])[CH2:25]2)=[O:22])=[CH:17][CH:16]=1.[CH2:34]([CH2:36][NH2:37])[OH:35]. No catalyst specified. The product is [OH:35][CH2:34][CH2:36][NH:37][C:31]([CH2:30][N:26]1[CH2:27][CH2:28][CH2:29][CH:24]([NH:23][C:21](=[O:22])[C:18]2[CH:17]=[CH:16][C:15]([O:14][CH2:13][C:3]3[C:4]([C:7]4[CH:8]=[CH:9][CH:10]=[CH:11][CH:12]=4)=[N:5][O:6][C:2]=3[CH3:1])=[N:20][CH:19]=2)[CH2:25]1)=[O:32]. The yield is 0.670. (5) The catalyst is COCCOC.C1C=CC(P(C2C=CC=CC=2)[C-]2C=CC=C2)=CC=1.C1C=CC(P(C2C=CC=CC=2)[C-]2C=CC=C2)=CC=1.Cl[Pd]Cl.[Fe+2].C(Cl)Cl. The yield is 0.150. The product is [O:19]1[C:23]2[CH:24]=[CH:25][CH:26]=[CH:27][C:22]=2[CH:21]=[C:20]1[C:2]1[C:10]2[C:5](=[CH:6][CH:7]=[C:8]([C:11]#[N:12])[CH:9]=2)[N:4]([CH:13]2[CH2:18][CH2:17][CH2:16][CH2:15][O:14]2)[N:3]=1. The reactants are Br[C:2]1[C:10]2[C:5](=[CH:6][CH:7]=[C:8]([C:11]#[N:12])[CH:9]=2)[N:4]([CH:13]2[CH2:18][CH2:17][CH2:16][CH2:15][O:14]2)[N:3]=1.[O:19]1[C:23]2[CH:24]=[CH:25][CH:26]=[CH:27][C:22]=2[CH:21]=[C:20]1B(O)O.P([O-])([O-])([O-])=O.[K+].[K+].[K+]. (6) The reactants are [O:1]1[C:10]2[C:5](=[N:6][C:7]([NH2:11])=[CH:8][CH:9]=2)[O:4][CH2:3][CH2:2]1.C([O-])(O)=O.[Na+].[C:17](Cl)([O:19][CH2:20][C:21]1[CH:26]=[CH:25][CH:24]=[CH:23][CH:22]=1)=[O:18]. The catalyst is CC(C)=O.O. The product is [CH2:20]([O:19][C:17](=[O:18])[NH:11][C:7]1[N:6]=[C:5]2[O:4][CH2:3][CH2:2][O:1][C:10]2=[CH:9][CH:8]=1)[C:21]1[CH:26]=[CH:25][CH:24]=[CH:23][CH:22]=1. The yield is 1.00. (7) The reactants are [Br:1][C:2]1[CH:7]=[CH:6][C:5]([Cl:8])=[CH:4][C:3]=1[CH2:9]Br.C([O-])([O-])=O.[K+].[K+].[CH3:17][O:18][CH2:19][CH2:20][O:21][C:22]1[CH:27]=[CH:26][C:25]([OH:28])=[CH:24][CH:23]=1. The catalyst is C(#N)C. The product is [Br:1][C:2]1[CH:7]=[CH:6][C:5]([Cl:8])=[CH:4][C:3]=1[CH2:9][O:28][C:25]1[CH:24]=[CH:23][C:22]([O:21][CH2:20][CH2:19][O:18][CH3:17])=[CH:27][CH:26]=1. The yield is 0.950. (8) The reactants are [CH3:1][C:2]1[CH:7]=[CH:6][C:5]([S:8]([O:11][CH2:12][CH:13]2[CH2:17][C:16]3[CH:18]=[CH:19][CH:20]=[C:21](Br)[C:15]=3[O:14]2)(=[O:10])=[O:9])=[CH:4][CH:3]=1.[CH3:23][C:24]1[CH:29]=[CH:28][CH:27]=[C:26]([CH3:30])[C:25]=1B(O)O.C(=O)([O-])[O-].[K+].[K+].CC1C=CC(S(OCC2CC3C(C4C=CC=CC=4)=CC=CC=3O2)(=O)=O)=CC=1. The catalyst is CC1C=CC=CC=1[P](C1C=CC=CC=1C)([Pd](Cl)(Cl)[P](C1=C(C)C=CC=C1)(C1C=CC=CC=1C)C1C=CC=CC=1C)C1C=CC=CC=1C. The product is [CH3:1][C:2]1[CH:7]=[CH:6][C:5]([S:8]([O:11][CH2:12][CH:13]2[CH2:17][C:16]3[CH:18]=[CH:19][CH:20]=[C:21]([C:25]4[C:26]([CH3:30])=[CH:27][CH:28]=[CH:29][C:24]=4[CH3:23])[C:15]=3[O:14]2)(=[O:10])=[O:9])=[CH:4][CH:3]=1. The yield is 0.180. (9) The reactants are [CH2:1]([O:3][C:4](=[O:9])[CH2:5][C:6]([OH:8])=O)[CH3:2].CCN(C(C)C)C(C)C.C1C=CC2N(O)N=NC=2C=1.CCN=C=NCCCN(C)C.Cl.Cl.[Cl:42][C:43]1[CH:55]=[CH:54][CH:53]=[CH:52][C:44]=1[O:45][CH:46]1[CH2:51][CH2:50][NH:49][CH2:48][CH2:47]1. The product is [CH2:1]([O:3][C:4](=[O:9])[CH2:5][C:6]([N:49]1[CH2:48][CH2:47][CH:46]([O:45][C:44]2[CH:52]=[CH:53][CH:54]=[CH:55][C:43]=2[Cl:42])[CH2:51][CH2:50]1)=[O:8])[CH3:2]. The yield is 0.420. The catalyst is CN(C=O)C.O.